Dataset: Peptide-MHC class I binding affinity with 185,985 pairs from IEDB/IMGT. Task: Regression. Given a peptide amino acid sequence and an MHC pseudo amino acid sequence, predict their binding affinity value. This is MHC class I binding data. (1) The peptide sequence is RLASTVIYR. The MHC is HLA-B57:01 with pseudo-sequence HLA-B57:01. The binding affinity (normalized) is 0.0847. (2) The peptide sequence is VPLVQQQQF. The MHC is HLA-B07:02 with pseudo-sequence HLA-B07:02. The binding affinity (normalized) is 0.202.